Dataset: Forward reaction prediction with 1.9M reactions from USPTO patents (1976-2016). Task: Predict the product of the given reaction. (1) Given the reactants Br[C:2]1[CH:7]=[CH:6][N:5]2[CH:8]=[C:9]([C:11]3[CH:16]=[CH:15][CH:14]=[C:13]([O:17][CH3:18])[CH:12]=3)[N:10]=[C:4]2[CH:3]=1.[CH3:19][NH:20][CH3:21], predict the reaction product. The product is: [CH3:18][O:17][C:13]1[CH:12]=[C:11]([C:9]2[N:10]=[C:4]3[CH:3]=[C:2]([N:20]([CH3:21])[CH3:19])[CH:7]=[CH:6][N:5]3[CH:8]=2)[CH:16]=[CH:15][CH:14]=1. (2) Given the reactants Cl.[F:2][C:3]1[C:8]([F:9])=[C:7]([O:10][CH3:11])[CH:6]=[CH:5][C:4]=1[C:12]1[CH:17]=[CH:16][N:15]([CH2:18][CH2:19][C@@:20]([CH3:35])([S:31]([CH3:34])(=[O:33])=[O:32])[C:21]([NH:23][O:24]C2CCCCO2)=[O:22])[C:14](=[O:36])[CH:13]=1, predict the reaction product. The product is: [F:2][C:3]1[C:8]([F:9])=[C:7]([O:10][CH3:11])[CH:6]=[CH:5][C:4]=1[C:12]1[CH:17]=[CH:16][N:15]([CH2:18][CH2:19][C@@:20]([CH3:35])([S:31]([CH3:34])(=[O:33])=[O:32])[C:21]([NH:23][OH:24])=[O:22])[C:14](=[O:36])[CH:13]=1. (3) Given the reactants [F:1][C:2]([F:7])([F:6])[C:3]([OH:5])=[O:4].[CH2:8]([S:10]([N:13]1[CH2:18][CH2:17][CH:16]([C:19]2[C:27]3[C:22](=[C:23]([C:38]([NH2:40])=[O:39])[CH:24]=[C:25]([C:28]4[CH:33]=[C:32]([CH2:34][NH:35][CH3:36])[CH:31]=[C:30]([F:37])[CH:29]=4)[CH:26]=3)[NH:21][CH:20]=2)[CH2:15][CH2:14]1)(=[O:12])=[O:11])[CH3:9].CN, predict the reaction product. The product is: [F:1][C:2]([F:7])([F:6])[C:3]([OH:5])=[O:4].[CH2:8]([S:10]([N:13]1[CH2:18][CH2:17][CH:16]([C:19]2[C:27]3[C:22](=[C:23]([C:38]([NH2:40])=[O:39])[CH:24]=[C:25]([C:28]4[CH:33]=[C:32]([CH2:34][NH:35][CH2:36][CH2:2][CH3:3])[CH:31]=[C:30]([F:37])[CH:29]=4)[CH:26]=3)[NH:21][CH:20]=2)[CH2:15][CH2:14]1)(=[O:11])=[O:12])[CH3:9]. (4) Given the reactants [F:1][C:2]([F:13])([F:12])[C:3]1[CH:8]=[CH:7][C:6]([C:9](=O)[CH3:10])=[CH:5][CH:4]=1.[NH2:14][C:15]([NH2:17])=[S:16], predict the reaction product. The product is: [NH2:17][C:15]1[S:16][CH:10]=[C:9]([C:6]2[CH:7]=[CH:8][C:3]([C:2]([F:13])([F:12])[F:1])=[CH:4][CH:5]=2)[N:14]=1.